From a dataset of Full USPTO retrosynthesis dataset with 1.9M reactions from patents (1976-2016). Predict the reactants needed to synthesize the given product. (1) Given the product [Br:1][CH2:2][C:3]1[CH:16]=[CH:15][C:6]([C:7]([C:9]2[CH:14]=[CH:13][CH:12]=[CH:11][CH:10]=2)=[O:8])=[CH:5][CH:4]=1.[CH2:37]([O:17][CH2:18][C:19]1[CH:32]=[CH:31][C:22]([C:23]([C:25]2[CH:30]=[CH:29][CH:28]=[CH:27][CH:26]=2)=[O:24])=[CH:21][CH:20]=1)[CH:36]=[CH2:35], predict the reactants needed to synthesize it. The reactants are: [Br:1][CH2:2][C:3]1[CH:16]=[CH:15][C:6]([C:7]([C:9]2[CH:14]=[CH:13][CH:12]=[CH:11][CH:10]=2)=[O:8])=[CH:5][CH:4]=1.[OH:17][CH2:18][C:19]1[CH:32]=[CH:31][C:22]([C:23]([C:25]2[CH:30]=[CH:29][CH:28]=[CH:27][CH:26]=2)=[O:24])=[CH:21][CH:20]=1.[H-].[Na+].[CH2:35](Br)[CH:36]=[CH2:37]. (2) The reactants are: [CH2:1]([O:15][CH2:16][C@H:17]([O:20][CH2:21][CH2:22][CH2:23][CH2:24][CH2:25][CH2:26][CH2:27][CH2:28][CH2:29][CH2:30][CH2:31][CH2:32][CH2:33][CH3:34])[CH2:18]O)[CH2:2][CH2:3][CH2:4][CH2:5][CH2:6][CH2:7][CH2:8][CH2:9][CH2:10][CH2:11][CH2:12][CH2:13][CH3:14].C1(P(C2C=CC=CC=2)C2C=CC=CC=2)C=CC=CC=1.C(Br)(Br)(Br)[Br:55]. Given the product [CH2:1]([O:15][CH2:16][C@H:17]([O:20][CH2:21][CH2:22][CH2:23][CH2:24][CH2:25][CH2:26][CH2:27][CH2:28][CH2:29][CH2:30][CH2:31][CH2:32][CH2:33][CH3:34])[CH2:18][Br:55])[CH2:2][CH2:3][CH2:4][CH2:5][CH2:6][CH2:7][CH2:8][CH2:9][CH2:10][CH2:11][CH2:12][CH2:13][CH3:14], predict the reactants needed to synthesize it. (3) Given the product [CH:11]([N:8]1[CH:7]=[N:6][C:5]2[C:9]1=[N:10][C:2]([NH:31][C@@H:32]([CH2:37][CH3:38])[CH:33]([OH:36])[CH2:34][CH3:35])=[N:3][C:4]=2[NH:14][CH2:15][C:16]1[CH:17]=[N:18][CH:19]=[CH:20][CH:21]=1)([CH3:13])[CH3:12], predict the reactants needed to synthesize it. The reactants are: F[C:2]1[N:10]=[C:9]2[C:5]([N:6]=[CH:7][N:8]2[CH:11]([CH3:13])[CH3:12])=[C:4]([NH:14][CH2:15][C:16]2[CH:17]=[N:18][CH:19]=[CH:20][CH:21]=2)[N:3]=1.CCN(C(C)C)C(C)C.[NH2:31][C@@H:32]([CH2:37][CH3:38])[CH:33]([OH:36])[CH2:34][CH3:35]. (4) Given the product [I:23][C:24]1[CH:29]=[CH:28][C:27]([NH:30][C:31]([N:17]2[CH2:18][CH2:19][N:14]([C:11]3[N:12]=[CH:13][C:8]4[C:6](=[O:7])[C:5]([C:20]([OH:22])=[O:21])=[CH:4][N:3]([CH2:2][CH3:1])[C:9]=4[N:10]=3)[CH2:15][CH2:16]2)=[S:32])=[CH:26][CH:25]=1, predict the reactants needed to synthesize it. The reactants are: [CH3:1][CH2:2][N:3]1[C:9]2[N:10]=[C:11]([N:14]3[CH2:19][CH2:18][NH:17][CH2:16][CH2:15]3)[N:12]=[CH:13][C:8]=2[C:6](=[O:7])[C:5]([C:20]([OH:22])=[O:21])=[CH:4]1.[I:23][C:24]1[CH:29]=[CH:28][C:27]([N:30]=[C:31]=[S:32])=[CH:26][CH:25]=1.C(N(CC)CC)C.